Regression. Given two drug SMILES strings and cell line genomic features, predict the synergy score measuring deviation from expected non-interaction effect. From a dataset of NCI-60 drug combinations with 297,098 pairs across 59 cell lines. (1) Drug 1: C1=CC(=CC=C1CC(C(=O)O)N)N(CCCl)CCCl.Cl. Drug 2: C#CCC(CC1=CN=C2C(=N1)C(=NC(=N2)N)N)C3=CC=C(C=C3)C(=O)NC(CCC(=O)O)C(=O)O. Cell line: DU-145. Synergy scores: CSS=1.39, Synergy_ZIP=-0.985, Synergy_Bliss=-0.373, Synergy_Loewe=-2.44, Synergy_HSA=-2.43. (2) Drug 2: C1CCC(C1)C(CC#N)N2C=C(C=N2)C3=C4C=CNC4=NC=N3. Drug 1: CC1=C(C=C(C=C1)NC2=NC=CC(=N2)N(C)C3=CC4=NN(C(=C4C=C3)C)C)S(=O)(=O)N.Cl. Cell line: UO-31. Synergy scores: CSS=16.5, Synergy_ZIP=-4.26, Synergy_Bliss=-0.233, Synergy_Loewe=-3.28, Synergy_HSA=2.29.